The task is: Binary Classification. Given a miRNA mature sequence and a target amino acid sequence, predict their likelihood of interaction.. This data is from Experimentally validated miRNA-target interactions with 360,000+ pairs, plus equal number of negative samples. (1) The miRNA is hsa-let-7b-5p with sequence UGAGGUAGUAGGUUGUGUGGUU. The protein sequence of the target gene is MALPVTALLLPLALLLHAARPSQFRVSPLDRTWNLGETVELKCQVLLSNPTSGCSWLFQPRGAAASPTFLLYLSQNKPKAAEGLDTQRFSGKRLGDTFVLTLSDFRRENEGYYFCSALSNSIMYFSHFVPVFLPAKPTTTPAPRPPTPAPTIASQPLSLRPEACRPAAGGAVHTRGLDFACDIYIWAPLAGTCGVLLLSLVITLYCNHRNRRRVCKCPRPVVKSGDKPSLSARYV. Result: 0 (no interaction). (2) The miRNA is hsa-miR-4447 with sequence GGUGGGGGCUGUUGUUU. The protein sequence of the target gene is MKSSRDEAVGHHSISSFEVMLSALFIMLMVFSIGLIAVSWLAVKESEGDAALGKSHEVRGTFKITSGVTYNPNLQDKHSVDFKVLAFDLQQMIDEIFESSSLKNEYEKSKVFQFEKGSVIVLFDLFFAQWVSDKNVKEELIQGIEANISSQLVTLHIDLNSIDITASLSDFTTAVPVTTSDKLTTSSPMTTSASLGNLSTTVAATTSAPLCNLSTATFATTSGHVSIECQPGSRPCAHAWNCVATDLFCDGEVNCPDGSDEDTGLCATACDGRFLLTGDSGVFQADRYPRPDESGVVCRW.... Result: 0 (no interaction). (3) The miRNA is hsa-miR-3161 with sequence CUGAUAAGAACAGAGGCCCAGAU. The protein sequence of the target gene is MAVTLSLLLGGRVCAAVTRCGFATRGVAGPGPIGREPDPDSDWEPEERELQEVESTLKRQKQAIRFQKIRRQMEAPGAPPRTLTWEAMEQIRYLHEEFPESWSVPRLAEGFDVSTDVIRRVLKSKFLPTLEQKLKQDQKVLKKAGLAHSLQHLRGSGNTSKLLPAGHSVSGSLLMPGHEASSKDPNHSTALKVIESDTHRTNTPRRRKGRNKEIQDLEESFVPVAAPLGHPRELQKYSSDSESPRGTGSGALPSGQKLEELKAEEPDNFSSKVVQRGREFFDSNGNFLYRI. Result: 1 (interaction). (4) The miRNA is hsa-miR-3660 with sequence ACUGACAGGAGAGCAUUUUGA. The protein sequence of the target gene is MCNTPTYCDLGKAAKDVFNKGYGFGMVKIDLKTKSCSGVEFSTSGHAYTDTGKASGNLETKYKVCNYGLTFTQKWNTDNTLGTEISWENKLAEGLKLTLDTIFVPNTGKKSGKLKASYKRDCFSVGSNVDIDFSGPTIYGWAVLAFEGWLAGYQMSFDTAKSKLSQNNFALGYKAADFQLHTHVNDGTEFGGSIYQKVNEKIETSINLAWTAGSNNTRFGIAAKYMLDCRTSLSAKVNNASLIGLGYTQTLRPGVKLTLSALIDGKNFSAGGHKVGLGFELEA. Result: 0 (no interaction).